This data is from Full USPTO retrosynthesis dataset with 1.9M reactions from patents (1976-2016). The task is: Predict the reactants needed to synthesize the given product. Given the product [Cl:8][C:6]1[N:5]=[CH:4][C:3]2[C:9](=[O:10])[NH:11][CH:12]=[N:1][C:2]=2[CH:7]=1, predict the reactants needed to synthesize it. The reactants are: [NH2:1][C:2]1[CH:7]=[C:6]([Cl:8])[N:5]=[CH:4][C:3]=1[C:9]([NH2:11])=[O:10].[CH2:12](OC(OCC)OCC)C.